The task is: Predict the reactants needed to synthesize the given product.. This data is from Retrosynthesis with 50K atom-mapped reactions and 10 reaction types from USPTO. (1) Given the product CC(C)(C)OC(=O)N1CCC(C(=O)N[C@H]2CCNC2)CC1, predict the reactants needed to synthesize it. The reactants are: CC(C)(C)OC(=O)N1CCC(C(=O)N[C@H]2CCN(Cc3ccccc3)C2)CC1. (2) Given the product CC1(COc2cnc(Br)cn2)Cn2cc([N+](=O)[O-])nc2O1, predict the reactants needed to synthesize it. The reactants are: Brc1cnc(Br)cn1.CC1(CO)Cn2cc([N+](=O)[O-])nc2O1. (3) Given the product O=C(O)/C=C/c1ccc(N2CCOCC2)nc1, predict the reactants needed to synthesize it. The reactants are: Brc1ccc(N2CCOCC2)nc1.C=CC(=O)O.